This data is from Catalyst prediction with 721,799 reactions and 888 catalyst types from USPTO. The task is: Predict which catalyst facilitates the given reaction. (1) Reactant: N[C:2]1[O:3][C:4]2[C:9]([CH:10]([C:14]3[CH:19]=[C:18]([O:20][CH3:21])[C:17]([O:22][CH3:23])=[C:16]([Br:24])[CH:15]=3)[C:11]=1[C:12]#[N:13])=[CH:8][CH:7]=[C:6]([N:25]([CH3:27])[CH3:26])[CH:5]=2.C(ON=O)(C)(C)C.[BH4-].[Na+]. Product: [Br:24][C:16]1[CH:15]=[C:14]([CH:10]2[C:9]3[C:4](=[CH:5][C:6]([N:25]([CH3:27])[CH3:26])=[CH:7][CH:8]=3)[O:3][CH:2]=[C:11]2[C:12]#[N:13])[CH:19]=[C:18]([O:20][CH3:21])[C:17]=1[O:22][CH3:23]. The catalyst class is: 1. (2) Reactant: O.[OH-].[Li+].[CH:4]1([C@H:10]([NH:15][C:16]([C:18]2[C:27]([NH:28][C:29]([C:31]3[O:32][C:33]([C:36]4[CH:41]=[CH:40][C:39]([Cl:42])=[CH:38][C:37]=4[Cl:43])=[CH:34][CH:35]=3)=[O:30])=[CH:26][C:25]3[C:20](=[CH:21][CH:22]=[CH:23][CH:24]=3)[CH:19]=2)=[O:17])[C:11]([O:13]C)=[O:12])[CH2:9][CH2:8][CH2:7][CH2:6][CH2:5]1.O.Cl. Product: [CH:4]1([C@H:10]([NH:15][C:16]([C:18]2[C:27]([NH:28][C:29]([C:31]3[O:32][C:33]([C:36]4[CH:41]=[CH:40][C:39]([Cl:42])=[CH:38][C:37]=4[Cl:43])=[CH:34][CH:35]=3)=[O:30])=[CH:26][C:25]3[C:20](=[CH:21][CH:22]=[CH:23][CH:24]=3)[CH:19]=2)=[O:17])[C:11]([OH:13])=[O:12])[CH2:9][CH2:8][CH2:7][CH2:6][CH2:5]1. The catalyst class is: 12. (3) Reactant: [F:8][C:7]([F:10])([F:9])[C:6](O[C:6](=[O:11])[C:7]([F:10])([F:9])[F:8])=[O:11].[CH:14]1([CH:20]2[C:29]3[C:24](=[CH:25][C:26]([O:30][CH3:31])=[CH:27][CH:28]=3)[CH2:23][CH2:22][NH:21]2)[CH2:19][CH2:18][CH2:17][CH2:16][CH2:15]1.CCN(CC)CC. Product: [CH:14]1([CH:20]2[C:29]3[C:24](=[CH:25][C:26]([O:30][CH3:31])=[CH:27][CH:28]=3)[CH2:23][CH2:22][N:21]2[C:6](=[O:11])[C:7]([F:8])([F:9])[F:10])[CH2:15][CH2:16][CH2:17][CH2:18][CH2:19]1. The catalyst class is: 2. (4) Reactant: Cl.[NH2:2][C:3]1[C:4]([C:13]([NH:15][CH:16]([C@H:21]2[CH2:26][CH2:25][C@@H:24]([C:27]([F:30])([F:29])[F:28])[CH2:23][CH2:22]2)[C:17]([O:19][CH3:20])=[O:18])=[O:14])=[CH:5][C:6]2[C:11]([CH:12]=1)=[CH:10][CH:9]=[CH:8][CH:7]=2.[Cl:31][C:32]1[CH:37]=[C:36]([O:38][C:39]([F:42])([F:41])[F:40])[CH:35]=[C:34]([Cl:43])[C:33]=1[N:44]=[C:45]=[O:46].CCCCCC.C(OCC)(=O)C. Product: [Cl:31][C:32]1[CH:37]=[C:36]([O:38][C:39]([F:41])([F:40])[F:42])[CH:35]=[C:34]([Cl:43])[C:33]=1[NH:44][C:45]([NH:2][C:3]1[C:4]([C:13]([NH:15][CH:16]([C@H:21]2[CH2:26][CH2:25][C@@H:24]([C:27]([F:28])([F:29])[F:30])[CH2:23][CH2:22]2)[C:17]([O:19][CH3:20])=[O:18])=[O:14])=[CH:5][C:6]2[C:11]([CH:12]=1)=[CH:10][CH:9]=[CH:8][CH:7]=2)=[O:46]. The catalyst class is: 17.